This data is from Retrosynthesis with 50K atom-mapped reactions and 10 reaction types from USPTO. The task is: Predict the reactants needed to synthesize the given product. (1) Given the product FC(F)(F)C1CCNCC1, predict the reactants needed to synthesize it. The reactants are: FC(F)(F)c1ccncc1. (2) Given the product O=Cc1sccc1Sc1ccccc1, predict the reactants needed to synthesize it. The reactants are: O=Cc1sccc1Br.Sc1ccccc1. (3) Given the product Cc1ccnc(-c2nc3cc(F)ccc3c(Cl)c2C(C)C)c1, predict the reactants needed to synthesize it. The reactants are: CC(C)c1c(Cl)nc2cc(F)ccc2c1Cl.CCCC[Sn](CCCC)(CCCC)c1cc(C)ccn1. (4) Given the product Brc1cccc(-c2cccc3c2oc2ccccc23)c1, predict the reactants needed to synthesize it. The reactants are: Brc1cccc(I)c1.OB(O)c1cccc2c1oc1ccccc12. (5) The reactants are: C=[N+]=[N-].O=C(O)C(=O)Cc1cccc2ccccc12. Given the product COC(=O)C(=O)Cc1cccc2ccccc12, predict the reactants needed to synthesize it. (6) Given the product COCCN1CCN(c2ccc3ncn(-c4cc(C(=O)Nc5ccon5)ccc4C)c(=O)c3c2)CC1, predict the reactants needed to synthesize it. The reactants are: COCCN1CCN(c2ccc3ncn(-c4cc(C(=O)O)ccc4C)c(=O)c3c2)CC1.Nc1ccon1.